Dataset: Forward reaction prediction with 1.9M reactions from USPTO patents (1976-2016). Task: Predict the product of the given reaction. (1) Given the reactants C(Cl)Cl.[N:4]1[CH:9]=[CH:8][CH:7]=[C:6]([S:10](Cl)(=[O:12])=[O:11])[CH:5]=1.[C:14]([C:18]1[CH:25]=[CH:24][C:21]([CH2:22][NH2:23])=[CH:20][CH:19]=1)([CH3:17])([CH3:16])[CH3:15].C(N(CC)CC)C, predict the reaction product. The product is: [C:14]([C:18]1[CH:19]=[CH:20][C:21]([CH2:22][NH:23][S:10]([C:6]2[CH:5]=[N:4][CH:9]=[CH:8][CH:7]=2)(=[O:12])=[O:11])=[CH:24][CH:25]=1)([CH3:17])([CH3:15])[CH3:16]. (2) Given the reactants [I-].[CH3:2][N+:3](=[CH2:5])[CH3:4].[CH3:6][CH:7]1[CH2:12][C:11]([C:13]2[CH:18]=[CH:17][N:16]=[CH:15][C:14]=2[N+:19]([O-:21])=[O:20])=[CH:10][C:9]([O:22][Si](C)(C)C)=[CH:8]1.Cl.O.[OH-].[Na+], predict the reaction product. The product is: [CH3:5][N:3]([CH2:4][CH:8]1[C:9](=[O:22])[CH:10]=[C:11]([C:13]2[CH:18]=[CH:17][N:16]=[CH:15][C:14]=2[N+:19]([O-:21])=[O:20])[CH2:12][C@@H:7]1[CH3:6])[CH3:2]. (3) Given the reactants [CH3:1][NH2:2].[Br:3][C:4]1[C:5]([F:14])=[C:6]([CH:10]=[CH:11][C:12]=1[F:13])[C:7](O)=[O:8].C(Cl)CCl, predict the reaction product. The product is: [Br:3][C:4]1[C:5]([F:14])=[C:6]([CH:10]=[CH:11][C:12]=1[F:13])[C:7]([NH:2][CH3:1])=[O:8]. (4) Given the reactants [I:1][C:2]1[CH:3]=[N:4][NH:5][CH:6]=1.[H-].[Na+].Br[CH2:10][CH2:11][CH2:12][CH2:13][C:14]([F:17])([F:16])[F:15].CCCCCC, predict the reaction product. The product is: [I:1][C:2]1[CH:3]=[N:4][N:5]([CH2:10][CH2:11][CH2:12][CH2:13][C:14]([F:17])([F:16])[F:15])[CH:6]=1. (5) Given the reactants [C:1]([O:6][CH2:7][C:8]1[CH:13]=[CH:12][CH:11]=[CH:10][CH:9]=1)(=[O:5])[C:2]([CH3:4])=[CH2:3].C[N+]1([O-])CC[O:18]CC1.[OH2:22], predict the reaction product. The product is: [OH:22][C:2]([CH3:4])([CH2:3][OH:18])[C:1]([O:6][CH2:7][C:8]1[CH:9]=[CH:10][CH:11]=[CH:12][CH:13]=1)=[O:5]. (6) Given the reactants [C:1]1([C:7]2[CH:12]=[CH:11][CH:10]=[CH:9][C:8]=2[O:13][CH3:14])[CH:6]=[CH:5][CH:4]=[CH:3][CH:2]=1.[Br-:15].[Br-].[Br-].[NH+]1C=CC=CC=1.[NH+]1C=CC=CC=1.[NH+]1C=CC=CC=1, predict the reaction product. The product is: [C:1]1([C:7]2[CH:12]=[C:11]([Br:15])[CH:10]=[CH:9][C:8]=2[O:13][CH3:14])[CH:2]=[CH:3][CH:4]=[CH:5][CH:6]=1. (7) Given the reactants [NH2:1][CH:2]([C:11]1[C:16]([O:17][CH3:18])=[CH:15][CH:14]=[CH:13][C:12]=1[O:19][CH3:20])[CH2:3][CH2:4][CH2:5][CH2:6][C:7]([O:9]C)=O.[N:21]1([C:26]2[N:31]=[C:30]([CH:32]=O)[CH:29]=[CH:28][CH:27]=2)[CH:25]=[CH:24][CH:23]=[N:22]1, predict the reaction product. The product is: [N:21]1([C:26]2[N:31]=[C:30]([CH2:32][N:1]3[CH:2]([C:11]4[C:16]([O:17][CH3:18])=[CH:15][CH:14]=[CH:13][C:12]=4[O:19][CH3:20])[CH2:3][CH2:4][CH2:5][CH2:6][C:7]3=[O:9])[CH:29]=[CH:28][CH:27]=2)[CH:25]=[CH:24][CH:23]=[N:22]1. (8) Given the reactants C[O:2][C:3]([CH:5]1[CH2:9][C:8](=[O:10])[N:7]([C:11]2[CH:16]=[CH:15][C:14]([O:17][CH2:18][C:19]3[CH:24]=[CH:23][C:22]([F:25])=[CH:21][CH:20]=3)=[CH:13][CH:12]=2)[CH2:6]1)=[O:4].[OH-].[Na+].O1CCCC1, predict the reaction product. The product is: [F:25][C:22]1[CH:21]=[CH:20][C:19]([CH2:18][O:17][C:14]2[CH:13]=[CH:12][C:11]([N:7]3[C:8](=[O:10])[CH2:9][CH:5]([C:3]([OH:4])=[O:2])[CH2:6]3)=[CH:16][CH:15]=2)=[CH:24][CH:23]=1.